Dataset: Peptide-MHC class I binding affinity with 185,985 pairs from IEDB/IMGT. Task: Regression. Given a peptide amino acid sequence and an MHC pseudo amino acid sequence, predict their binding affinity value. This is MHC class I binding data. (1) The peptide sequence is SRWAISHWL. The MHC is HLA-B58:01 with pseudo-sequence HLA-B58:01. The binding affinity (normalized) is 0.0847. (2) The peptide sequence is YRFRFRSVY. The MHC is HLA-B15:01 with pseudo-sequence HLA-B15:01. The binding affinity (normalized) is 0.599.